This data is from Forward reaction prediction with 1.9M reactions from USPTO patents (1976-2016). The task is: Predict the product of the given reaction. (1) Given the reactants [Br:1][C:2]1[CH:7]=[C:6]([F:8])[CH:5]=[C:4]([Br:9])[C:3]=1[NH2:10].[C:11]([N:19]=[C:20]=[S:21])(=[O:18])[C:12]1[CH:17]=[CH:16][CH:15]=[CH:14][CH:13]=1, predict the reaction product. The product is: [C:11]([NH:19][C:20]([NH:10][C:3]1[C:2]([Br:1])=[CH:7][C:6]([F:8])=[CH:5][C:4]=1[Br:9])=[S:21])(=[O:18])[C:12]1[CH:17]=[CH:16][CH:15]=[CH:14][CH:13]=1. (2) Given the reactants [Cl:1][C:2]1[C:3]([F:59])=[C:4]([C@@H:8]2[C@:12]([C:15]3[CH:20]=[CH:19][C:18]([Cl:21])=[CH:17][C:16]=3[F:22])([C:13]#[N:14])[C@H:11]([CH2:23][C:24]([CH3:27])([CH3:26])[CH3:25])[NH:10][C@H:9]2[C:28]([NH:30][C:31]2[CH:56]=[CH:55][C:34]([C:35]([O:37][CH2:38][O:39][C:40](=[O:54])[NH:41][C@@H:42]([CH3:53])[C:43]([O:45]CC3C=CC=CC=3)=[O:44])=[O:36])=[CH:33][C:32]=2[O:57][CH3:58])=[O:29])[CH:5]=[CH:6][CH:7]=1.[H][H], predict the reaction product. The product is: [Cl:1][C:2]1[C:3]([F:59])=[C:4]([C@@H:8]2[C@:12]([C:15]3[CH:20]=[CH:19][C:18]([Cl:21])=[CH:17][C:16]=3[F:22])([C:13]#[N:14])[C@H:11]([CH2:23][C:24]([CH3:25])([CH3:27])[CH3:26])[NH:10][C@H:9]2[C:28]([NH:30][C:31]2[CH:56]=[CH:55][C:34]([C:35]([O:37][CH2:38][O:39][C:40]([NH:41][C@@H:42]([CH3:53])[C:43]([OH:45])=[O:44])=[O:54])=[O:36])=[CH:33][C:32]=2[O:57][CH3:58])=[O:29])[CH:5]=[CH:6][CH:7]=1. (3) The product is: [CH3:18][NH:19][C:13]([C:8]1[C:7]2[C:11](=[CH:12][C:4]([N+:1]([O-:3])=[O:2])=[CH:5][CH:6]=2)[NH:10][CH:9]=1)=[O:15]. Given the reactants [N+:1]([C:4]1[CH:12]=[C:11]2[C:7]([C:8]([C:13]([OH:15])=O)=[CH:9][NH:10]2)=[CH:6][CH:5]=1)([O-:3])=[O:2].C(C1NC=CN=1)([C:18]1[NH:19]C=CN=1)=O.CN.Cl, predict the reaction product. (4) Given the reactants C(O)(=O)C.[C:5]([O:8][C@H:9](/[CH:11]=[CH:12]\[C:13]([NH:15][C@@H:16]1[CH2:21][C@H:20]([CH3:22])[C@H:19]([CH2:23]/[CH:24]=[C:25](\[CH3:38])/[CH:26]=[CH:27]/[C@H:28]2[O:35][C@H:34]([CH2:36][NH2:37])[CH2:33][C@:30]3([O:32][CH2:31]3)[CH2:29]2)[O:18][C@@H:17]1[CH3:39])=[O:14])[CH3:10])(=[O:7])[CH3:6].C(N(CC)C(C)C)(C)C.[C:49](O)(=[O:53])[CH2:50][CH2:51][CH3:52].C1CCC(N=C=NC2CCCCC2)CC1, predict the reaction product. The product is: [C:5]([O:8][C@H:9](/[CH:11]=[CH:12]\[C:13]([NH:15][C@@H:16]1[CH2:21][C@H:20]([CH3:22])[C@H:19]([CH2:23]/[CH:24]=[C:25](\[CH3:38])/[CH:26]=[CH:27]/[C@H:28]2[O:35][C@H:34]([CH2:36][NH:37][C:49](=[O:53])[CH2:50][CH2:51][CH3:52])[CH2:33][C@:30]3([O:32][CH2:31]3)[CH2:29]2)[O:18][C@@H:17]1[CH3:39])=[O:14])[CH3:10])(=[O:7])[CH3:6]. (5) Given the reactants Cl.[Cl:2][C:3]1[CH:8]=[CH:7][C:6]([S:9]([N:12]2[CH2:17][CH2:16][NH:15][CH2:14][C:13]2=[O:18])(=[O:11])=[O:10])=[C:5]([N+:19]([O-:21])=[O:20])[CH:4]=1.[N:22]1([CH2:31][C:32](O)=[O:33])[CH:30]=[C:28]([CH3:29])[C:26](=[O:27])[NH:25][C:23]1=[O:24], predict the reaction product. The product is: [Cl:2][C:3]1[CH:8]=[CH:7][C:6]([S:9]([N:12]2[CH2:17][CH2:16][N:15]([C:32](=[O:33])[CH2:31][N:22]3[CH:30]=[C:28]([CH3:29])[C:26](=[O:27])[NH:25][C:23]3=[O:24])[CH2:14][C:13]2=[O:18])(=[O:11])=[O:10])=[C:5]([N+:19]([O-:21])=[O:20])[CH:4]=1.